From a dataset of Full USPTO retrosynthesis dataset with 1.9M reactions from patents (1976-2016). Predict the reactants needed to synthesize the given product. (1) Given the product [Cl:1][C:2]1[CH:3]=[C:4]([O:25][CH2:26][CH2:27][CH2:28][CH2:29][C:30]([OH:32])=[O:31])[CH:5]=[CH:6][C:7]=1[C:8]1[N:12]=[C:11]([C:13]2[CH:18]=[CH:17][C:16]([O:19][CH:20]([CH3:22])[CH3:21])=[C:15]([C:23]#[N:24])[CH:14]=2)[O:10][N:9]=1, predict the reactants needed to synthesize it. The reactants are: [Cl:1][C:2]1[CH:3]=[C:4]([O:25][CH2:26][CH2:27][CH2:28][CH2:29][C:30]([O:32]CC)=[O:31])[CH:5]=[CH:6][C:7]=1[C:8]1[N:12]=[C:11]([C:13]2[CH:18]=[CH:17][C:16]([O:19][CH:20]([CH3:22])[CH3:21])=[C:15]([C:23]#[N:24])[CH:14]=2)[O:10][N:9]=1.[OH-].[Na+]. (2) Given the product [CH3:1][O:2][C:3]1[C:12]2[C:7](=[C:8]([O:13][CH3:14])[CH:9]=[CH:10][CH:11]=2)[N:6]=[C:5]([C:15]([N:17]2[CH2:18][CH2:19][C:20]3([CH2:31][C:30](=[O:32])[C:29]4[C:24](=[CH:25][CH:26]=[C:27]([C:43]5[CH:44]=[N:45][CH:46]=[C:47]([CH:51]=5)[C:48]([NH2:50])=[O:49])[CH:28]=4)[O:23]3)[CH2:21][CH2:22]2)=[O:16])[CH:4]=1, predict the reactants needed to synthesize it. The reactants are: [CH3:1][O:2][C:3]1[C:12]2[C:7](=[C:8]([O:13][CH3:14])[CH:9]=[CH:10][CH:11]=2)[N:6]=[C:5]([C:15]([N:17]2[CH2:22][CH2:21][C:20]3([CH2:31][C:30](=[O:32])[C:29]4[C:24](=[CH:25][CH:26]=[C:27](B5OC(C)(C)C(C)(C)O5)[CH:28]=4)[O:23]3)[CH2:19][CH2:18]2)=[O:16])[CH:4]=1.Br[C:43]1[CH:44]=[N:45][CH:46]=[C:47]([CH:51]=1)[C:48]([NH2:50])=[O:49].O1CCOCC1.